Dataset: Catalyst prediction with 721,799 reactions and 888 catalyst types from USPTO. Task: Predict which catalyst facilitates the given reaction. (1) Reactant: [Br-].C([O:4][C:5](=[O:8])[CH:6]=[CH2:7])C.[CH3:9][NH+:10]([CH3:27])[CH2:11][CH2:12][CH2:13][CH2:14][CH2:15][CH2:16][CH2:17][CH2:18][CH2:19][CH2:20][CH2:21][CH2:22][CH2:23][CH2:24][CH2:25][CH3:26].CN([CH2:31][CH2:32][O:33][C:34](=[O:37])C=C)C.[Br:38]CCCCCCCCCCCCCCCC. Product: [C:5]([O-:4])(=[O:8])[C:6]([CH3:9])=[CH2:7].[Br-:38].[CH2:32]([O:33][C:34](=[O:37])[C:25]([CH3:24])=[CH2:26])[CH3:31].[CH3:9][NH+:10]([CH3:27])[CH2:11][CH2:12][CH2:13][CH2:14][CH2:15][CH2:16][CH2:17][CH2:18][CH2:19][CH2:20][CH2:21][CH2:22][CH2:23][CH2:24][CH2:25][CH3:26]. The catalyst class is: 21. (2) Reactant: [F:1][C:2]1[CH:3]=[C:4]2[C:9](=[CH:10][CH:11]=1)[C:8]([CH3:13])([CH3:12])[C:7](=[O:14])[C:6]([C:15]([NH:17][CH2:18][C:19]([O:21]C(C)(C)C)=[O:20])=[O:16])=[C:5]2[OH:26]. Product: [F:1][C:2]1[CH:3]=[C:4]2[C:9](=[CH:10][CH:11]=1)[C:8]([CH3:13])([CH3:12])[C:7](=[O:14])[C:6]([C:15]([NH:17][CH2:18][C:19]([OH:21])=[O:20])=[O:16])=[C:5]2[OH:26]. The catalyst class is: 67.